The task is: Predict the product of the given reaction.. This data is from Forward reaction prediction with 1.9M reactions from USPTO patents (1976-2016). (1) Given the reactants [F:1][C:2]1[CH:3]=[CH:4][C:5]([C:10]2[CH:15]=[CH:14][CH:13]=[CH:12][N:11]=2)=[N:6][C:7]=1[CH:8]=O.Cl.[NH2:17][OH:18].N1C=CC=CC=1, predict the reaction product. The product is: [F:1][C:2]1[CH:3]=[CH:4][C:5]([C:10]2[CH:15]=[CH:14][CH:13]=[CH:12][N:11]=2)=[N:6][C:7]=1[CH:8]=[N:17][OH:18]. (2) Given the reactants S(=O)(=O)(O)O.[OH:6][C:7]1[CH:15]=[CH:14][C:10]([C:11]([OH:13])=[O:12])=[CH:9][CH:8]=1.[OH:16][C:17]1[CH:29]=[CH:28][C:27]2[C:26]3[C:21](=[CH:22][C:23](O)=[CH:24][CH:25]=3)[CH:20]([CH3:31])[C:19]=2[CH:18]=1.B(O)(O)O, predict the reaction product. The product is: [OH:6][C:7]1[CH:15]=[CH:14][C:10]([C:11]([O:13][C:23]2[CH:24]=[CH:25][C:26]3[C:27]4[C:19](=[CH:18][C:17]([O:16][C:11](=[O:12])[C:10]5[CH:14]=[CH:15][C:7]([OH:6])=[CH:8][CH:9]=5)=[CH:29][CH:28]=4)[CH:20]([CH3:31])[C:21]=3[CH:22]=2)=[O:12])=[CH:9][CH:8]=1. (3) The product is: [NH2:1][C:2]1[N:3]=[C:4]([C:11]2[CH:12]=[N:13][CH:14]=[C:15]([O:17][CH3:18])[CH:16]=2)[C:5]2[C:9]([NH2:10])=[C:20]([C:21]([NH2:23])=[O:22])[S:19][C:6]=2[N:7]=1. Given the reactants [NH2:1][C:2]1[N:7]=[C:6](Cl)[C:5]([C:9]#[N:10])=[C:4]([C:11]2[CH:12]=[N:13][CH:14]=[C:15]([O:17][CH3:18])[CH:16]=2)[N:3]=1.[SH:19][CH2:20][C:21]([NH2:23])=[O:22].C(N(C(C)C)CC)(C)C.C[O-].[Na+], predict the reaction product. (4) Given the reactants [ClH:1].C([N:9]([C:14]1[CH:19]=[C:18]([CH:20]([OH:39])[CH2:21][NH:22][CH2:23][CH2:24][O:25][C:26]2[CH:38]=[CH:37][C:36]3[C:35]4[C:30](=[CH:31][CH:32]=[CH:33][CH:34]=4)[NH:29][C:28]=3[CH:27]=2)[C:17]([OH:40])=[CH:16][CH:15]=1)[S:10]([CH3:13])(=[O:12])=[O:11])C1C=CC=CC=1, predict the reaction product. The product is: [ClH:1].[CH:27]1[C:28]2[NH:29][C:30]3[C:35](=[CH:34][CH:33]=[CH:32][CH:31]=3)[C:36]=2[CH:37]=[CH:38][C:26]=1[O:25][CH2:24][CH2:23][NH:22][CH2:21][CH:20]([C:18]1[C:17]([OH:40])=[CH:16][CH:15]=[C:14]([NH:9][S:10]([CH3:13])(=[O:12])=[O:11])[CH:19]=1)[OH:39].